Dataset: Catalyst prediction with 721,799 reactions and 888 catalyst types from USPTO. Task: Predict which catalyst facilitates the given reaction. (1) Reactant: [NH2:1][C:2]1[C:3]2[S:10][CH:9]=[C:8]([C:11]([NH:13][C:14]3[C:19]([Cl:20])=[C:18]([O:21][CH3:22])[CH:17]=[C:16]([O:23][CH3:24])[C:15]=3[Cl:25])=[O:12])[C:4]=2[N:5]=[CH:6][N:7]=1.[OH-].[Na+].[F:28][C:29]([F:40])([F:39])[C:30]1[CH:35]=[CH:34][CH:33]=[C:32]([N:36]=[C:37]=[O:38])[CH:31]=1.[Cl-].[NH4+]. Product: [Cl:25][C:15]1[C:16]([O:23][CH3:24])=[CH:17][C:18]([O:21][CH3:22])=[C:19]([Cl:20])[C:14]=1[NH:13][C:11]([C:8]1[C:4]2[N:5]=[CH:6][N:7]=[C:2]([NH:1][C:37]([NH:36][C:32]3[CH:33]=[CH:34][CH:35]=[C:30]([C:29]([F:28])([F:39])[F:40])[CH:31]=3)=[O:38])[C:3]=2[S:10][CH:9]=1)=[O:12]. The catalyst class is: 9. (2) Reactant: [CH3:1][C:2]1([CH3:29])[O:7][CH2:6][C:5]2=[CH:8][C:9]([NH:11][C:12]3[C:13](=[O:28])[N:14]([CH3:27])[CH:15]=[C:16](B4OC(C)(C)C(C)(C)O4)[CH:17]=3)=[N:10][N:4]2[CH2:3]1.Cl[C:31]1[CH:36]=[CH:35][N:34]=[C:33]([N:37]2[N:48]=[CH:47][C:46]3[C:45]4[CH2:44][C:43]([CH3:50])([CH3:49])[CH2:42][C:41]=4[S:40][C:39]=3[C:38]2=[O:51])[C:32]=1[CH:52]=[O:53].[O-]P([O-])([O-])=O.[K+].[K+].[K+].C([O-])(=O)C.[Na+]. Product: [CH3:29][C:2]1([CH3:1])[O:7][CH2:6][C:5]2=[CH:8][C:9]([NH:11][C:12]3[C:13](=[O:28])[N:14]([CH3:27])[CH:15]=[C:16]([C:31]4[CH:36]=[CH:35][N:34]=[C:33]([N:37]5[N:48]=[CH:47][C:46]6[C:45]7[CH2:44][C:43]([CH3:49])([CH3:50])[CH2:42][C:41]=7[S:40][C:39]=6[C:38]5=[O:51])[C:32]=4[CH:52]=[O:53])[CH:17]=3)=[N:10][N:4]2[CH2:3]1. The catalyst class is: 543. (3) Reactant: [Cl:1][C:2]1[CH:10]=[CH:9][C:5]([C:6](Cl)=[O:7])=[CH:4][C:3]=1[S:11](=[O:14])(=[O:13])[NH2:12].[Cl-].C([Al+]CC)C.[C:21]1([N:27]2[CH2:32][CH2:31][CH2:30][CH2:29][CH2:28]2)[CH:26]=[CH:25][CH:24]=[CH:23][CH:22]=1. Product: [Cl:1][C:2]1[CH:10]=[CH:9][C:5]([C:6](=[O:7])[C:24]2[CH:23]=[CH:22][C:21]([N:27]3[CH2:28][CH2:29][CH2:30][CH2:31][CH2:32]3)=[CH:26][CH:25]=2)=[CH:4][C:3]=1[S:11]([NH2:12])(=[O:14])=[O:13]. The catalyst class is: 4. (4) Reactant: C(S([C:10]1[C:15]([C:16]([O:18][CH3:19])=[O:17])=[C:14]([N:20]2[CH2:25][CH2:24][CH:23]([OH:26])[CH2:22][CH2:21]2)[N:13]=[C:12]([N:27]2[CH2:32][CH2:31][N:30]3[CH:33]=[CH:34][N:35]=[C:29]3[CH2:28]2)[N:11]=1)=O)C1C=CC=CC=1.[Cl:36][C:37]1[CH:38]=[C:39]([CH:42]=[CH:43][C:44]=1[O:45][CH3:46])[CH2:40][NH2:41].C(N(CC)CC)C. Product: [Cl:36][C:37]1[CH:38]=[C:39]([CH:42]=[CH:43][C:44]=1[O:45][CH3:46])[CH2:40][NH:41][C:10]1[C:15]([C:16]([O:18][CH3:19])=[O:17])=[C:14]([N:20]2[CH2:21][CH2:22][CH:23]([OH:26])[CH2:24][CH2:25]2)[N:13]=[C:12]([N:27]2[CH2:32][CH2:31][N:30]3[CH:33]=[CH:34][N:35]=[C:29]3[CH2:28]2)[N:11]=1. The catalyst class is: 80. (5) Reactant: [CH2:1]([O:8][C:9]([N:11]1[C:19]2[C:14](=[CH:15][CH:16]=[CH:17][CH:18]=2)[C:13]([CH:20]=[O:21])=[CH:12]1)=[O:10])[C:2]1[CH:7]=[CH:6][CH:5]=[CH:4][CH:3]=1.[BH4-].[Na+].O. Product: [CH2:1]([O:8][C:9]([N:11]1[C:19]2[C:14](=[CH:15][CH:16]=[CH:17][CH:18]=2)[C:13]([CH2:20][OH:21])=[CH:12]1)=[O:10])[C:2]1[CH:3]=[CH:4][CH:5]=[CH:6][CH:7]=1. The catalyst class is: 8. (6) Reactant: [C:1]([O:5][C:6]([N:8]1[CH2:12][C@@H:11]([CH2:13][N:14]([CH:31]([CH3:33])[CH3:32])[C:15](=[O:30])[C:16]2[CH:21]=[CH:20][C:19]([O:22][CH3:23])=[C:18]([O:24][CH2:25][CH2:26][CH2:27][O:28][CH3:29])[CH:17]=2)[C@H:10]([CH2:34][NH:35][CH:36]2[CH2:38][CH2:37]2)[CH2:9]1)=[O:7])([CH3:4])([CH3:3])[CH3:2].CCN(CC)CC.O.ON1C2C=CC=CC=2N=N1.Cl.CN(C)CCCN=C=NCC.[C:69]1([CH2:75][C:76](O)=[O:77])[CH:74]=[CH:73][CH:72]=[CH:71][CH:70]=1. Product: [C:1]([O:5][C:6]([N:8]1[CH2:12][C@@H:11]([CH2:13][N:14]([CH:31]([CH3:32])[CH3:33])[C:15](=[O:30])[C:16]2[CH:21]=[CH:20][C:19]([O:22][CH3:23])=[C:18]([O:24][CH2:25][CH2:26][CH2:27][O:28][CH3:29])[CH:17]=2)[C@H:10]([CH2:34][N:35]([CH:36]2[CH2:37][CH2:38]2)[C:76](=[O:77])[CH2:75][C:69]2[CH:74]=[CH:73][CH:72]=[CH:71][CH:70]=2)[CH2:9]1)=[O:7])([CH3:3])([CH3:4])[CH3:2]. The catalyst class is: 2. (7) Reactant: [F:1][C:2]1[CH:3]=[CH:4][C:5]([N+:9]([O-:11])=[O:10])=[C:6]([OH:8])[CH:7]=1.[CH2:12](Br)[C:13]1[CH:18]=[CH:17][CH:16]=[CH:15][CH:14]=1.C(=O)([O-])[O-].[K+].[K+].[I-].[Na+]. Product: [CH2:12]([O:8][C:6]1[CH:7]=[C:2]([F:1])[CH:3]=[CH:4][C:5]=1[N+:9]([O-:11])=[O:10])[C:13]1[CH:18]=[CH:17][CH:16]=[CH:15][CH:14]=1. The catalyst class is: 21. (8) Reactant: [Br:1][C:2]1[CH:7]=[CH:6][C:5]([C:8]2[CH:13]=[CH:12][C:11]([C:14]([F:21])([F:20])[C:15]([O:17]CC)=O)=[CH:10][CH:9]=2)=[CH:4][CH:3]=1.C[Li].[CH2:24](OCC)C.[Cl-].[NH4+]. Product: [Br:1][C:2]1[CH:3]=[CH:4][C:5]([C:8]2[CH:9]=[CH:10][C:11]([C:14]([F:20])([F:21])[C:15]([CH3:24])=[O:17])=[CH:12][CH:13]=2)=[CH:6][CH:7]=1. The catalyst class is: 7. (9) Reactant: Br[C:2]1[CH:3]=[C:4]([C:8]2[CH:12]=[C:11]([NH:13][C:14](=[O:20])[O:15][C:16]([CH3:19])([CH3:18])[CH3:17])[O:10][N:9]=2)[CH:5]=[CH:6][CH:7]=1.CC1(C)C(C)(C)OB([C:29]2[CH:52]=[CH:51][C:32]([C:33]([N:35]3[CH2:40][CH2:39][N:38]([C:41]([O:43][CH2:44][C:45]4[CH:50]=[CH:49][CH:48]=[CH:47][CH:46]=4)=[O:42])[CH2:37][CH2:36]3)=[O:34])=[CH:31][CH:30]=2)O1.C([O-])([O-])=O.[Cs+].[Cs+]. Product: [C:16]([O:15][C:14]([NH:13][C:11]1[O:10][N:9]=[C:8]([C:4]2[CH:3]=[C:2]([C:29]3[CH:30]=[CH:31][C:32]([C:33]([N:35]4[CH2:40][CH2:39][N:38]([C:41]([O:43][CH2:44][C:45]5[CH:50]=[CH:49][CH:48]=[CH:47][CH:46]=5)=[O:42])[CH2:37][CH2:36]4)=[O:34])=[CH:51][CH:52]=3)[CH:7]=[CH:6][CH:5]=2)[CH:12]=1)=[O:20])([CH3:19])([CH3:18])[CH3:17]. The catalyst class is: 38. (10) Reactant: ClC(Cl)(O[C:5](=[O:11])OC(Cl)(Cl)Cl)Cl.[F:13][C:14]([F:22])([F:21])[CH:15]([OH:20])[C:16]([F:19])([F:18])[F:17].C(N(CC)C(C)C)(C)C.[F:32][C:33]1[CH:38]=[C:37]([C:39]2[CH:44]=[CH:43][N:42]=[C:41]([CH3:45])[CH:40]=2)[CH:36]=[CH:35][C:34]=1[CH2:46][N:47]1[CH2:52][CH2:51][NH:50][CH2:49][CH2:48]1. Product: [F:32][C:33]1[CH:38]=[C:37]([C:39]2[CH:44]=[CH:43][N:42]=[C:41]([CH3:45])[CH:40]=2)[CH:36]=[CH:35][C:34]=1[CH2:46][N:47]1[CH2:48][CH2:49][N:50]([C:5]([O:20][CH:15]([C:16]([F:19])([F:18])[F:17])[C:14]([F:22])([F:21])[F:13])=[O:11])[CH2:51][CH2:52]1. The catalyst class is: 4.